From a dataset of NCI-60 drug combinations with 297,098 pairs across 59 cell lines. Regression. Given two drug SMILES strings and cell line genomic features, predict the synergy score measuring deviation from expected non-interaction effect. (1) Drug 1: CNC(=O)C1=CC=CC=C1SC2=CC3=C(C=C2)C(=NN3)C=CC4=CC=CC=N4. Drug 2: COC1=CC(=CC(=C1O)OC)C2C3C(COC3=O)C(C4=CC5=C(C=C24)OCO5)OC6C(C(C7C(O6)COC(O7)C8=CC=CS8)O)O. Cell line: HOP-92. Synergy scores: CSS=28.9, Synergy_ZIP=-11.4, Synergy_Bliss=-11.8, Synergy_Loewe=-28.9, Synergy_HSA=-12.2. (2) Drug 1: CNC(=O)C1=CC=CC=C1SC2=CC3=C(C=C2)C(=NN3)C=CC4=CC=CC=N4. Drug 2: CCC1=CC2CC(C3=C(CN(C2)C1)C4=CC=CC=C4N3)(C5=C(C=C6C(=C5)C78CCN9C7C(C=CC9)(C(C(C8N6C)(C(=O)OC)O)OC(=O)C)CC)OC)C(=O)OC.C(C(C(=O)O)O)(C(=O)O)O. Cell line: SNB-19. Synergy scores: CSS=52.7, Synergy_ZIP=18.1, Synergy_Bliss=18.7, Synergy_Loewe=0.550, Synergy_HSA=19.5. (3) Drug 1: C1=C(C(=O)NC(=O)N1)N(CCCl)CCCl. Drug 2: B(C(CC(C)C)NC(=O)C(CC1=CC=CC=C1)NC(=O)C2=NC=CN=C2)(O)O. Cell line: SNB-19. Synergy scores: CSS=29.2, Synergy_ZIP=0.0778, Synergy_Bliss=4.30, Synergy_Loewe=5.21, Synergy_HSA=5.01. (4) Drug 1: CCC1(CC2CC(C3=C(CCN(C2)C1)C4=CC=CC=C4N3)(C5=C(C=C6C(=C5)C78CCN9C7C(C=CC9)(C(C(C8N6C=O)(C(=O)OC)O)OC(=O)C)CC)OC)C(=O)OC)O.OS(=O)(=O)O. Drug 2: CC12CCC3C(C1CCC2O)C(CC4=C3C=CC(=C4)O)CCCCCCCCCS(=O)CCCC(C(F)(F)F)(F)F. Cell line: IGROV1. Synergy scores: CSS=15.5, Synergy_ZIP=1.96, Synergy_Bliss=5.59, Synergy_Loewe=2.56, Synergy_HSA=5.35. (5) Drug 1: CC(C)(C#N)C1=CC(=CC(=C1)CN2C=NC=N2)C(C)(C)C#N. Drug 2: CC=C1C(=O)NC(C(=O)OC2CC(=O)NC(C(=O)NC(CSSCCC=C2)C(=O)N1)C(C)C)C(C)C. Cell line: HCT116. Synergy scores: CSS=48.7, Synergy_ZIP=3.02, Synergy_Bliss=1.38, Synergy_Loewe=-47.2, Synergy_HSA=-3.34. (6) Drug 1: CC12CCC3C(C1CCC2=O)CC(=C)C4=CC(=O)C=CC34C. Drug 2: CN(CCCl)CCCl.Cl. Cell line: NCI/ADR-RES. Synergy scores: CSS=26.6, Synergy_ZIP=-1.59, Synergy_Bliss=-0.815, Synergy_Loewe=-3.60, Synergy_HSA=-1.63. (7) Drug 1: C1=CN(C(=O)N=C1N)C2C(C(C(O2)CO)O)O.Cl. Drug 2: CC1C(C(CC(O1)OC2CC(CC3=C2C(=C4C(=C3O)C(=O)C5=CC=CC=C5C4=O)O)(C(=O)C)O)N)O. Cell line: HCT116. Synergy scores: CSS=53.4, Synergy_ZIP=-11.6, Synergy_Bliss=-24.5, Synergy_Loewe=15.0, Synergy_HSA=-16.7.